The task is: Binary Classification. Given a drug SMILES string, predict its activity (active/inactive) in a high-throughput screening assay against a specified biological target.. This data is from Cav3 T-type calcium channel HTS with 100,875 compounds. The molecule is O=C1N(N=C(/C1=C\N(C)C)c1ccccc1)c1ccc([N+]([O-])=O)cc1. The result is 0 (inactive).